Dataset: Full USPTO retrosynthesis dataset with 1.9M reactions from patents (1976-2016). Task: Predict the reactants needed to synthesize the given product. (1) The reactants are: [Cl:1][C:2]1[CH:7]=[C:6]([Cl:8])[CH:5]=[CH:4][C:3]=1[C:9]1[N:10]([C:20]2[CH:25]=[CH:24][C:23]([OH:26])=[CH:22][CH:21]=2)[C:11]([CH3:19])=[C:12]([C:14]([O:16][CH2:17][CH3:18])=[O:15])[N:13]=1.[F:27][C:28]([F:33])([F:32])[CH2:29][CH2:30]O.C1(P(C2C=CC=CC=2)C2C=CC=CC=2)C=CC=CC=1.CCOC(/N=N/C(OCC)=O)=O.N(C(OC(C)(C)C)=O)=NC(OC(C)(C)C)=O. Given the product [Cl:1][C:2]1[CH:7]=[C:6]([Cl:8])[CH:5]=[CH:4][C:3]=1[C:9]1[N:10]([C:20]2[CH:21]=[CH:22][C:23]([O:26][CH2:30][CH2:29][C:28]([F:33])([F:32])[F:27])=[CH:24][CH:25]=2)[C:11]([CH3:19])=[C:12]([C:14]([O:16][CH2:17][CH3:18])=[O:15])[N:13]=1, predict the reactants needed to synthesize it. (2) Given the product [CH3:17][O:1][CH2:2][CH:3]1[CH2:7][CH2:6][N:5]([C:8]([O:10][C:11]([CH3:14])([CH3:13])[CH3:12])=[O:9])[CH2:4]1, predict the reactants needed to synthesize it. The reactants are: [OH:1][CH2:2][CH:3]1[CH2:7][CH2:6][N:5]([C:8]([O:10][C:11]([CH3:14])([CH3:13])[CH3:12])=[O:9])[CH2:4]1.[H-].[Na+].[CH3:17]I. (3) Given the product [CH:1]1([C:5]2[O:9][C:8]([NH:10][C:11]3[CH:12]=[CH:13][C:14]([C:17]4[CH:22]=[CH:21][C:20]([C:23]56[CH2:28][CH2:27][C:26]([CH2:31][C:32]([OH:34])=[O:33])([CH2:29][CH2:30]5)[CH2:25][O:24]6)=[CH:19][CH:18]=4)=[CH:15][CH:16]=3)=[N:7][N:6]=2)[CH2:2][CH2:3][CH2:4]1, predict the reactants needed to synthesize it. The reactants are: [CH:1]1([C:5]2[O:9][C:8]([NH:10][C:11]3[CH:16]=[CH:15][C:14]([C:17]4[CH:22]=[CH:21][C:20]([C:23]56[CH2:30][CH2:29][C:26]([CH2:31][C:32]([O:34]C)=[O:33])([CH2:27][CH2:28]5)[CH2:25][O:24]6)=[CH:19][CH:18]=4)=[CH:13][CH:12]=3)=[N:7][N:6]=2)[CH2:4][CH2:3][CH2:2]1.O.[OH-].[Li+].O1CCCC1.[NH4+].[OH-].